From a dataset of Full USPTO retrosynthesis dataset with 1.9M reactions from patents (1976-2016). Predict the reactants needed to synthesize the given product. Given the product [N:2]12[CH2:7][CH2:6][C:5]([O:10][C:11]([NH:13][C:14]3[CH:19]=[C:18]([CH2:20][CH2:21][CH2:22][C:23]([NH:32][C:33]4[CH:34]=[CH:35][C:36]([C:39]([O:41][CH2:42][CH3:43])=[O:40])=[N:37][CH:38]=4)=[O:25])[CH:17]=[CH:16][C:15]=3[C:26]3[CH:31]=[CH:30][CH:29]=[CH:28][CH:27]=3)=[O:12])([CH2:4][CH2:3]1)[CH2:8][CH2:9]2, predict the reactants needed to synthesize it. The reactants are: Cl.[N:2]12[CH2:9][CH2:8][C:5]([O:10][C:11]([NH:13][C:14]3[CH:19]=[C:18]([CH2:20][CH2:21][CH2:22][C:23]([OH:25])=O)[CH:17]=[CH:16][C:15]=3[C:26]3[CH:31]=[CH:30][CH:29]=[CH:28][CH:27]=3)=[O:12])([CH2:6][CH2:7]1)[CH2:4][CH2:3]2.[NH2:32][C:33]1[CH:34]=[CH:35][C:36]([C:39]([O:41][CH2:42][CH3:43])=[O:40])=[N:37][CH:38]=1.C(NCCNC(C)C)(C)C.CN(C(ON1N=NC2C=CC=NC1=2)=[N+](C)C)C.F[P-](F)(F)(F)(F)F.